Dataset: Reaction yield outcomes from USPTO patents with 853,638 reactions. Task: Predict the reaction yield, written as a fraction of the theoretical maximum amount of product (1.0 means a 100% yield; for example, 0.34 means a 34% yield). (1) The reactants are [NH2:1][C:2]1[C:10]([O:11][CH3:12])=[C:9]2[C:5]([CH2:6][CH2:7][C:8]2=[CH:13][C:14]#[N:15])=[CH:4][CH:3]=1.N.C(O)C. The catalyst is C(O)C.[Co]. The product is [NH2:15][CH2:14][CH:13]=[C:8]1[C:9]2[C:5](=[CH:4][CH:3]=[C:2]([NH2:1])[C:10]=2[O:11][CH3:12])[CH2:6][CH2:7]1. The yield is 0.990. (2) The reactants are C(=O)(O)[O-].[Na+].Br[CH:7]([CH2:21][CH2:22][CH2:23][CH3:24])[C:8]([C:10]1[CH:11]=[C:12]([NH:17]C(=O)C)[CH:13]=[CH:14][C:15]=1[OH:16])=O.[BH4-].[Na+].[ClH:27]. The catalyst is CO. The product is [ClH:27].[CH2:21]([C:7]1[O:16][C:15]2[CH:14]=[CH:13][C:12]([NH2:17])=[CH:11][C:10]=2[CH:8]=1)[CH2:22][CH2:23][CH3:24]. The yield is 0.845. (3) The reactants are Cl[C:2]([O:4][CH2:5][CH:6]=[CH2:7])=[O:3].[NH2:8][C@H:9]([C:13]([OH:15])=[O:14])[CH:10]([CH3:12])[CH3:11].C(=O)([O-])[O-].[K+].[K+]. The catalyst is O.C1COCC1. The product is [CH2:5]([O:4][C:2]([NH:8][C@@H:9]([CH:10]([CH3:12])[CH3:11])[C:13]([OH:15])=[O:14])=[O:3])[CH:6]=[CH2:7]. The yield is 1.00. (4) The reactants are C([O:3][C:4]([C:6]1([NH:11][C:12]([O:14][C:15]([CH3:18])([CH3:17])[CH3:16])=[O:13])[CH2:8][CH:7]1[CH:9]=[CH2:10])=O)C.[BH4-].[Li+].CCCCCC.C(OCC)(=O)C.S(=O)(=O)(O)O. The catalyst is C1COCC1.[NH4+].[NH4+].[O-][Mo]([O-])(=O)=O.S([O-])([O-])(=O)=O.[Ce+3].S([O-])([O-])(=O)=O.S([O-])([O-])(=O)=O.[Ce+3]. The product is [C:15]([O:14][C:12](=[O:13])[NH:11][C:6]1([CH2:4][OH:3])[CH2:8][CH:7]1[CH:9]=[CH2:10])([CH3:18])([CH3:16])[CH3:17]. The yield is 0.960. (5) The reactants are [N:1]12[CH2:8][CH2:7][C:4]([C:9]([C:17]3[CH:22]=[CH:21][CH:20]=[CH:19][CH:18]=3)([C:11]3[CH:16]=[CH:15][CH:14]=[CH:13][CH:12]=3)[OH:10])([CH2:5][CH2:6]1)[CH2:3][CH2:2]2.[Br:23][CH2:24][CH2:25][O:26][CH2:27][C:28]1[CH:37]=[CH:36][C:35]2[C:30](=[CH:31][CH:32]=[CH:33][CH:34]=2)[CH:29]=1. The catalyst is CC#N.C(Cl)(Cl)Cl. The product is [Br-:23].[OH:10][C:9]([C:17]1[CH:22]=[CH:21][CH:20]=[CH:19][CH:18]=1)([C:11]1[CH:12]=[CH:13][CH:14]=[CH:15][CH:16]=1)[C:4]12[CH2:5][CH2:6][N+:1]([CH2:24][CH2:25][O:26][CH2:27][C:28]3[CH:37]=[CH:36][C:35]4[C:30](=[CH:31][CH:32]=[CH:33][CH:34]=4)[CH:29]=3)([CH2:2][CH2:3]1)[CH2:8][CH2:7]2. The yield is 0.840.